From a dataset of Full USPTO retrosynthesis dataset with 1.9M reactions from patents (1976-2016). Predict the reactants needed to synthesize the given product. (1) Given the product [ClH:31].[ClH:31].[NH2:10][CH2:9][CH:8]([C:6]1[S:7][C:3]([CH2:2][OH:1])=[CH:4][CH:5]=1)[C:18]([NH:20][C:21]1[CH:22]=[C:23]2[C:28](=[CH:29][CH:30]=1)[CH:27]=[N:26][CH:25]=[CH:24]2)=[O:19], predict the reactants needed to synthesize it. The reactants are: [OH:1][CH2:2][C:3]1[S:7][C:6]([CH:8]([C:18]([NH:20][C:21]2[CH:22]=[C:23]3[C:28](=[CH:29][CH:30]=2)[CH:27]=[N:26][CH:25]=[CH:24]3)=[O:19])[CH2:9][NH:10]C(=O)OC(C)(C)C)=[CH:5][CH:4]=1.[ClH:31].O1CCOCC1. (2) Given the product [Br:11][CH2:12][CH2:13][O:8][C:3]1[CH:4]=[CH:5][CH:6]=[CH:7][C:2]=1[CH3:1], predict the reactants needed to synthesize it. The reactants are: [CH3:1][C:2]1[CH:7]=[CH:6][CH:5]=[CH:4][C:3]=1[OH:8].[OH-].[Na+].[Br:11][CH:12](Br)[CH3:13].S([O-])(O)(=O)=O.C([NH3+])(C)(C)C. (3) The reactants are: [Cl-].[Mg+2].[Cl-].Cl[C:5]1[N:10]=[CH:9][NH:8][C:7]2=[N:11][CH:12]=[CH:13][C:6]=12.[Cl-].[NH4+].[CH2:16]1COCC1. Given the product [CH3:16][C:5]1[C:6]2[CH:13]=[CH:12][NH:11][C:7]=2[N:8]=[CH:9][N:10]=1, predict the reactants needed to synthesize it.